From a dataset of Catalyst prediction with 721,799 reactions and 888 catalyst types from USPTO. Predict which catalyst facilitates the given reaction. (1) Reactant: [C:1]([C:3]1[CH:8]=[CH:7][C:6]([C@@H:9]2[CH2:11][C@H:10]2[C:12]([OH:14])=O)=[CH:5][CH:4]=1)#[N:2].[CH2:15](N(C(C)C)C(C)C)[CH3:16].CN(C(ON1N=[N:39][C:34]2[CH:35]=[CH:36][CH:37]=[N:38][C:33]1=2)=[N+](C)C)C.F[P-](F)(F)(F)(F)F.[CH3:48]O. Product: [CH:37]1([N:38]2[CH2:33][CH2:34][N:39]([C:12]([C@@H:10]3[CH2:11][C@H:9]3[C:6]3[CH:5]=[CH:4][C:3]([C:1]#[N:2])=[CH:8][CH:7]=3)=[O:14])[CH2:16][CH2:15]2)[CH2:36][CH2:35][CH2:48]1. The catalyst class is: 85. (2) Reactant: [OH-].[Na+].C[O:4][C:5]([C@@:7]12[CH2:13][CH:12]([CH3:14])[CH:11]1[CH2:10][N:9]([C:15]([O:17][CH2:18][C:19]1[CH:24]=[CH:23][CH:22]=[CH:21][CH:20]=1)=[O:16])[CH2:8]2)=[O:6].Cl. Product: [CH2:18]([O:17][C:15]([N:9]1[CH2:10][CH:11]2[C@@:7]([C:5]([OH:6])=[O:4])([CH2:13][CH:12]2[CH3:14])[CH2:8]1)=[O:16])[C:19]1[CH:24]=[CH:23][CH:22]=[CH:21][CH:20]=1. The catalyst class is: 83. (3) Reactant: [C:1]1([CH3:11])C=CC(S([O-])(=O)=O)=CC=1.[NH+]1[CH:17]=[CH:16]C=CC=1.[C:18]([O:21][CH:22]1[C:23]([OH:55])([CH3:54])[CH2:24][CH2:25][CH:26]([OH:53])[CH2:27][C:28]([O:30][CH:31](/[C:36](/[CH3:52])=[CH:37]/[CH:38]=[CH:39]/[CH:40]([CH3:51])[CH2:41][CH:42]2[O:50][CH:43]2[CH:44]([CH3:49])[CH:45]([OH:48])[CH2:46][CH3:47])[CH:32]([CH3:35])[CH:33]=[CH:34]1)=[O:29])(=[O:20])[CH3:19].[CH:56]([O:58][CH2:59][CH3:60])=[CH2:57].[C:61]([O:64][CH2:65][CH3:66])(=O)[CH3:62].[OH2:67]. Product: [C:18]([O:21][CH:22]1[C:23]([O:55][CH:16]([O:67][CH2:1][CH3:11])[CH3:17])([CH3:54])[CH2:24][CH2:25][CH:26]([O:53][CH:61]([O:64][CH2:65][CH3:66])[CH3:62])[CH2:27][C:28]([O:30][CH:31](/[C:36](/[CH3:52])=[CH:37]/[CH:38]=[CH:39]/[CH:40]([CH3:51])[CH2:41][CH:42]2[O:50][CH:43]2[CH:44]([CH3:49])[CH:45]([O:48][CH:56]([O:58][CH2:59][CH3:60])[CH3:57])[CH2:46][CH3:47])[CH:32]([CH3:35])[CH:33]=[CH:34]1)=[O:29])(=[O:20])[CH3:19]. The catalyst class is: 4.